This data is from Experimentally validated miRNA-target interactions with 360,000+ pairs, plus equal number of negative samples. The task is: Binary Classification. Given a miRNA mature sequence and a target amino acid sequence, predict their likelihood of interaction. The miRNA is hsa-miR-192-3p with sequence CUGCCAAUUCCAUAGGUCACAG. The protein sequence of the target gene is MVTKAFVLLAIFAEASAKSCAPNKADVILVFCYPKTIITKIPECPYGWEVHQLALGGLCYNGVHEGGYYQFVIPDLSPKNKSYCGTQSEYKPPIYHFYSHIVSNDTTVIVKNQPVNYSFSCTYHSTYLVNQAAFDQRVATVHVKNGSMGTFESQLSLNFYTNAKFSIKKEAPFVLEASEIGSDLFAGVEAKGLSIRFKVVLNSCWATPSADFMYPLQWQLINKGCPTDETVLVHENGRDHRATFQFNAFRFQNIPKLSKVWLHCETFICDSEKLSCPVTCDKRKRLLRDQTGGVLVVELS.... Result: 0 (no interaction).